This data is from Reaction yield outcomes from USPTO patents with 853,638 reactions. The task is: Predict the reaction yield, written as a fraction of the theoretical maximum amount of product (1.0 means a 100% yield; for example, 0.34 means a 34% yield). (1) The reactants are Br[C:2]1[CH:3]=[C:4]([Cl:19])[C:5]([O:9][C:10]2[CH:15]=[CH:14][C:13]([N+:16]([O-:18])=[O:17])=[CH:12][CH:11]=2)=[C:6]([Cl:8])[CH:7]=1.C(N(CC)CC)C.[CH3:27][Si:28]([C:31]#[CH:32])([CH3:30])[CH3:29]. The catalyst is [Cu]I. The product is [Cl:8][C:6]1[CH:7]=[C:2]([C:32]#[C:31][Si:28]([CH3:30])([CH3:29])[CH3:27])[CH:3]=[C:4]([Cl:19])[C:5]=1[O:9][C:10]1[CH:15]=[CH:14][C:13]([N+:16]([O-:18])=[O:17])=[CH:12][CH:11]=1. The yield is 0.949. (2) The reactants are C1(P(C2C=CC=CC=2)C2C=CC=CC=2)C=CC=CC=1.Br[C:21]1[N:29]2[C:24]([CH:25]=[N:26][C:27]([S:30][CH3:31])=[N:28]2)=[CH:23][CH:22]=1.Cl.[NH2:33][C:34]1[CH:35]=[C:36](B(O)O)[CH:37]=[CH:38][CH:39]=1.C(=O)([O-])[O-].[Na+].[Na+].Cl. The catalyst is O1CCCC1.C(O)C.O.C([O-])(=O)C.[Pd+2].C([O-])(=O)C. The product is [CH3:31][S:30][C:27]1[N:26]=[CH:25][C:24]2=[CH:23][CH:22]=[C:21]([C:38]3[CH:39]=[C:34]([NH2:33])[CH:35]=[CH:36][CH:37]=3)[N:29]2[N:28]=1. The yield is 0.390. (3) The reactants are [CH3:1][O:2][C:3]1[CH:4]=[C:5]([CH:21]=[CH:22][C:23]=1[O:24][CH3:25])/[CH:6]=[CH:7]/[C:8]1[O:9][C:10]2[C:11](=[C:13]([C:17]([O:19]C)=[O:18])[CH:14]=[CH:15][CH:16]=2)[N:12]=1.[OH-].[Na+]. The catalyst is C1COCC1.CO. The product is [CH3:1][O:2][C:3]1[CH:4]=[C:5]([CH:21]=[CH:22][C:23]=1[O:24][CH3:25])/[CH:6]=[CH:7]/[C:8]1[O:9][C:10]2[C:11](=[C:13]([C:17]([OH:19])=[O:18])[CH:14]=[CH:15][CH:16]=2)[N:12]=1. The yield is 0.740. (4) The reactants are [C:1]1([C:15]2[CH:20]=[CH:19][CH:18]=[CH:17][CH:16]=2)[CH:6]=[CH:5][CH:4]=[CH:3][C:2]=1[C:7](=O)[CH2:8][CH2:9][CH2:10][CH2:11][O:12][CH3:13].[CH3:21][C:22]([S:25]([NH2:27])=[O:26])([CH3:24])[CH3:23].C(OCC)(=O)C. The catalyst is O1CCOCC1.[Cl-].[Na+].O.[O-]CC.[Ti+4].[O-]CC.[O-]CC.[O-]CC. The product is [C:1]1([C:15]2[CH:20]=[CH:19][CH:18]=[CH:17][CH:16]=2)[CH:6]=[CH:5][CH:4]=[CH:3][C:2]=1[C:7](=[N:27][S:25]([C:22]([CH3:24])([CH3:23])[CH3:21])=[O:26])[CH2:8][CH2:9][CH2:10][CH2:11][O:12][CH3:13]. The yield is 0.170. (5) The reactants are [F:1][C:2]1[CH:3]=[C:4]([C@:8]([C@@H:16]2[CH2:21][CH2:20][CH2:19][N:18]([C:22]([NH:24][CH:25]([CH2:38][C:39]3([OH:45])[CH2:44][CH2:43][CH2:42][CH2:41][CH2:40]3)[CH2:26][N:27](C)[C:28](OCC[Si](C)(C)C)=O)=[O:23])[CH2:17]2)([OH:15])[CH2:9][CH2:10][CH2:11][CH2:12][O:13][CH3:14])[CH:5]=[CH:6][CH:7]=1.[N+](CC)(CC)(CC)CC.[F-]. The catalyst is C1COCC1. The product is [F:1][C:2]1[CH:3]=[C:4]([C@:8]([C@@H:16]2[CH2:21][CH2:20][CH2:19][N:18]([C:22]([NH:24][CH:25]([CH2:38][C:39]3([OH:45])[CH2:40][CH2:41][CH2:42][CH2:43][CH2:44]3)[CH2:26][NH:27][CH3:28])=[O:23])[CH2:17]2)([OH:15])[CH2:9][CH2:10][CH2:11][CH2:12][O:13][CH3:14])[CH:5]=[CH:6][CH:7]=1. The yield is 0.580. (6) The reactants are C([O:3][C:4]([C:6]1[C:10]([CH3:11])=[C:9]([CH:12]=[O:13])[NH:8][C:7]=1[CH3:14])=[O:5])C.[OH-].[K+].Cl. The catalyst is CO.O. The product is [CH:12]([C:9]1[NH:8][C:7]([CH3:14])=[C:6]([C:4]([OH:5])=[O:3])[C:10]=1[CH3:11])=[O:13]. The yield is 0.930.